From a dataset of Full USPTO retrosynthesis dataset with 1.9M reactions from patents (1976-2016). Predict the reactants needed to synthesize the given product. Given the product [Cl:2][C:3]1[CH:4]=[CH:5][C:6]([C:9]2([CH2:12][OH:13])[CH2:10][CH2:11]2)=[CH:7][CH:8]=1, predict the reactants needed to synthesize it. The reactants are: B.[Cl:2][C:3]1[CH:8]=[CH:7][C:6]([C:9]2([C:12](O)=[O:13])[CH2:11][CH2:10]2)=[CH:5][CH:4]=1.